From a dataset of Full USPTO retrosynthesis dataset with 1.9M reactions from patents (1976-2016). Predict the reactants needed to synthesize the given product. (1) Given the product [CH3:24][S:25][C:26]1[CH:27]=[N:28][N:29]([C:31]2([C:34]3[NH:10][C:9]4=[N:8][C:7]([N:11]5[CH2:16][CH2:15][CH2:14][C@@H:13]([C:17]([N:19]6[CH2:23][CH2:22][CH2:21][CH2:20]6)=[O:18])[CH2:12]5)=[CH:6][CH:5]=[C:4]4[N:3]=3)[CH2:32][CH2:33]2)[CH:30]=1, predict the reactants needed to synthesize it. The reactants are: Cl.Cl.[NH2:3][C:4]1[CH:5]=[CH:6][C:7]([N:11]2[CH2:16][CH2:15][CH2:14][C@@H:13]([C:17]([N:19]3[CH2:23][CH2:22][CH2:21][CH2:20]3)=[O:18])[CH2:12]2)=[N:8][C:9]=1[NH2:10].[CH3:24][S:25][C:26]1[CH:27]=[N:28][N:29]([C:31]2([C:34](=N)OCC)[CH2:33][CH2:32]2)[CH:30]=1.C(O)(=O)C.C(N(CC)CC)C. (2) Given the product [OH:19][CH2:18][CH2:17][CH2:16][C@H:7]([NH:8][C:9]([O:11][C:12]([CH3:15])([CH3:14])[CH3:13])=[O:10])[C:6]([O:5][C:1]([CH3:4])([CH3:2])[CH3:3])=[O:21], predict the reactants needed to synthesize it. The reactants are: [C:1]([O:5][C:6](=[O:21])[C@H:7]([CH2:16][CH2:17][C:18](O)=[O:19])[NH:8][C:9]([O:11][C:12]([CH3:15])([CH3:14])[CH3:13])=[O:10])([CH3:4])([CH3:3])[CH3:2].C(N(CC)CC)C.ClC(OCC)=O.[BH4-].[Na+].Cl. (3) Given the product [CH3:37][O:36][C:31]1[CH:32]=[CH:33][CH:34]=[CH:35][C:30]=1[N:29]1[C:45](=[O:46])[NH:26][C:18]2[C:17]1=[N:16][C:15]([NH:14][CH2:13][C@H:9]1[CH2:10][CH2:11][CH2:12][NH:8]1)=[N:20][C:19]=2[C:21]([NH2:69])=[O:22], predict the reactants needed to synthesize it. The reactants are: C(OC([N:8]1[CH2:12][CH2:11][CH2:10][C@@H:9]1[CH2:13][NH:14][C:15]1[N:20]=[C:19]([C:21](OCC)=[O:22])[C:18]([N+:26]([O-])=O)=[C:17]([NH:29][C:30]2[CH:35]=[CH:34][CH:33]=[CH:32][C:31]=2[O:36][CH3:37])[N:16]=1)=O)(C)(C)C.ClC1N=C([C:45](OCC)=[O:46])C([N+]([O-])=O)=C(NC2C=CC=CC=2OC)N=1.C([N:69]1CCCC1CN)(OC(C)(C)C)=O.C(N(C(C)C)CC)(C)C. (4) Given the product [OH:13][CH2:11][C:2]1[CH:3]=[CH:4][C:5]([C:7]([O:9][CH2:10][CH3:20])=[O:8])=[CH:6][N:1]=1, predict the reactants needed to synthesize it. The reactants are: [N:1]1[CH:6]=[C:5]([C:7]([O:9][CH3:10])=[O:8])[CH:4]=[CH:3][C:2]=1[C:11]([O:13]C)=O.[BH4-].[Na+].[Cl-].[NH4+].O1CCC[CH2:20]1. (5) Given the product [Cl:1][C:2]1[C:10]2[CH:9]=[C:8]([O:11][CH2:12][C:13]3[CH:18]=[CH:17][C:16]([O:19][CH:20]([CH3:22])[CH3:21])=[C:15]([C:23]([F:24])([F:25])[F:26])[CH:14]=3)[CH:7]=[CH:6][C:5]=2[N:4]2[CH2:27][CH2:28][C@H:29]([CH2:30][C:31]([OH:33])=[O:32])[C:3]=12, predict the reactants needed to synthesize it. The reactants are: [Cl:1][C:2]1[C:10]2[CH:9]=[C:8]([O:11][CH2:12][C:13]3[CH:18]=[CH:17][C:16]([O:19][CH:20]([CH3:22])[CH3:21])=[C:15]([C:23]([F:26])([F:25])[F:24])[CH:14]=3)[CH:7]=[CH:6][C:5]=2[N:4]2[CH2:27][CH2:28][C@H:29]([CH2:30][C:31]([O:33]CC)=[O:32])[C:3]=12.[OH-].[Na+]. (6) Given the product [Cl:10][C:11]1[CH:16]=[CH:15][C:14]([NH:17][C:18]2[S:19][CH:6]=[C:5]([C:4]([OH:3])=[O:9])[N:20]=2)=[CH:13][C:12]=1[C:21]([F:24])([F:22])[F:23], predict the reactants needed to synthesize it. The reactants are: C([O:3][C:4](=[O:9])[C:5](=O)[CH2:6]Br)C.[Cl:10][C:11]1[CH:16]=[CH:15][C:14]([NH:17][C:18]([NH2:20])=[S:19])=[CH:13][C:12]=1[C:21]([F:24])([F:23])[F:22]. (7) Given the product [CH3:15][O:16][C:17]1[CH:18]=[C:19]([NH:22][C:2]2[CH:7]=[C:6]([C:8]([F:11])([F:10])[F:9])[N:5]=[C:4]([S:12][CH3:13])[N:3]=2)[NH:20][N:21]=1, predict the reactants needed to synthesize it. The reactants are: Cl[C:2]1[CH:7]=[C:6]([C:8]([F:11])([F:10])[F:9])[N:5]=[C:4]([S:12][CH3:13])[N:3]=1.Cl.[CH3:15][O:16][C:17]1[NH:21][N:20]=[C:19]([NH2:22])[CH:18]=1. (8) Given the product [Cl:1][C:2]1[N:3]=[C:4]2[CH:9]=[C:8]([C:10]([F:13])([F:12])[F:11])[CH:7]=[CH:6][N:5]2[C:14]=1[CH:35]([OH:36])[C:33]1[CH:32]=[CH:31][C:25]2/[C:26](=[C:27](/[CH3:30])\[C:28]#[N:29])/[C:20]3[CH:19]=[CH:18][C:17]([F:16])=[CH:37][C:21]=3[O:22][CH2:23][C:24]=2[CH:34]=1, predict the reactants needed to synthesize it. The reactants are: [Cl:1][C:2]1[N:3]=[C:4]2[CH:9]=[C:8]([C:10]([F:13])([F:12])[F:11])[CH:7]=[CH:6][N:5]2[C:14]=1I.[F:16][C:17]1[CH:18]=[CH:19][C:20]2=[C:21]([CH:37]=1)[O:22][CH2:23][C:24]1[CH:34]=[C:33]([CH:35]=[O:36])[CH:32]=[CH:31][C:25]=1/[C:26]/2=[C:27](/[CH3:30])\[C:28]#[N:29]. (9) The reactants are: [CH3:1][C:2]1[CH:3]=[C:4]([CH:8]=[CH:9][CH:10]=1)[C:5]([NH2:7])=[NH:6].[Cl:11][C:12]1[CH:23]=[C:22]([Cl:24])[CH:21]=[CH:20][C:13]=1[CH:14]=[C:15]([C:18]#[N:19])[C:16]#[N:17]. Given the product [NH2:19][CH2:18][C:15]1[C:16]([NH2:17])=[N:6][C:5]([C:4]2[CH:3]=[C:2]([CH3:1])[CH:10]=[CH:9][CH:8]=2)=[N:7][C:14]=1[C:13]1[CH:20]=[CH:21][C:22]([Cl:24])=[CH:23][C:12]=1[Cl:11], predict the reactants needed to synthesize it.